From a dataset of Reaction yield outcomes from USPTO patents with 853,638 reactions. Predict the reaction yield, written as a fraction of the theoretical maximum amount of product (1.0 means a 100% yield; for example, 0.34 means a 34% yield). (1) The reactants are OO.[OH2:3].[OH-:4].[Li+].C([C@@H]1COC(=O)N1[C:19]([C@@H:21]1[C@@H:25]([C:26]2[CH:31]=[CH:30][C:29]([Cl:32])=[C:28]([F:33])[CH:27]=2)[CH2:24][N:23]([CH2:34][C:35]2[CH:40]=[CH:39][CH:38]=[CH:37][CH:36]=2)[CH2:22]1)=O)C1C=CC=CC=1. The catalyst is C1COCC1. The product is [CH2:34]([N:23]1[CH2:24][C@H:25]([C:26]2[CH:31]=[CH:30][C:29]([Cl:32])=[C:28]([F:33])[CH:27]=2)[C@@H:21]([C:19]([OH:4])=[O:3])[CH2:22]1)[C:35]1[CH:36]=[CH:37][CH:38]=[CH:39][CH:40]=1. The yield is 0.886. (2) The reactants are Cl[C:2]1[C:11]2[C:6](=[CH:7][C:8]([O:14][CH3:15])=[C:9]([O:12][CH3:13])[CH:10]=2)[N:5]=[CH:4][CH:3]=1.[CH3:16][C:17]([C:19]1[CH:24]=[CH:23][C:22]([O:25][CH3:26])=[CH:21][C:20]=1[OH:27])=[O:18]. The catalyst is CN(C)C1C=CN=CC=1.ClC1C=CC=CC=1Cl. The product is [CH3:13][O:12][C:9]1[CH:10]=[C:11]2[C:6](=[CH:7][C:8]=1[O:14][CH3:15])[N:5]=[CH:4][CH:3]=[C:2]2[O:27][C:20]1[CH:21]=[C:22]([O:25][CH3:26])[CH:23]=[CH:24][C:19]=1[C:17](=[O:18])[CH3:16]. The yield is 0.310. (3) The reactants are Br[C:2]1[N:6]([CH2:7][C:8]2[CH:13]=[CH:12][CH:11]=[CH:10][C:9]=2[Cl:14])[CH:5]=[N:4][C:3]=1[C:15]1[CH:20]=[C:19]([C:21]#[N:22])[CH:18]=[CH:17][N:16]=1.[F:23][C:24]1[CH:29]=[CH:28][C:27](B(O)O)=[CH:26][CH:25]=1.C([O-])([O-])=O.[Na+].[Na+]. The catalyst is O1CCOCC1.C1C=CC(P(C2C=CC=CC=2)[C-]2C=CC=C2)=CC=1.C1C=CC(P(C2C=CC=CC=2)[C-]2C=CC=C2)=CC=1.Cl[Pd]Cl.[Fe+2]. The product is [Cl:14][C:9]1[CH:10]=[CH:11][CH:12]=[CH:13][C:8]=1[CH2:7][N:6]1[C:2]([C:27]2[CH:28]=[CH:29][C:24]([F:23])=[CH:25][CH:26]=2)=[C:3]([C:15]2[CH:20]=[C:19]([C:21]#[N:22])[CH:18]=[CH:17][N:16]=2)[N:4]=[CH:5]1. The yield is 0.880. (4) The reactants are Br.[CH2:2]([C:4]1[N:5]=[C:6]([C@@H:9]([NH2:20])[CH2:10][C:11]2[CH:16]=[CH:15][C:14]([N+:17]([O-:19])=[O:18])=[CH:13][CH:12]=2)[S:7][CH:8]=1)[CH3:3].[C:21]([NH:24][C@H:25]([C:33](O)=[O:34])[CH2:26][C:27]1[CH:32]=[CH:31][CH:30]=[CH:29][CH:28]=1)(=[O:23])[CH3:22].ON1C2C=CC=CC=2N=N1.C(N(C(C)C)CC)(C)C.CN(C)CCCN=C=NCC. The catalyst is CN(C=O)C.O. The product is [C:21]([NH:24][C@@H:25]([CH2:26][C:27]1[CH:28]=[CH:29][CH:30]=[CH:31][CH:32]=1)[C:33]([NH:20][C@H:9]([C:6]1[S:7][CH:8]=[C:4]([CH2:2][CH3:3])[N:5]=1)[CH2:10][C:11]1[CH:16]=[CH:15][C:14]([N+:17]([O-:19])=[O:18])=[CH:13][CH:12]=1)=[O:34])(=[O:23])[CH3:22]. The yield is 0.700. (5) The reactants are [CH3:1][O:2][C:3]1[CH:10]=[CH:9][CH:8]=[CH:7][C:4]=1[CH2:5][NH2:6].C(N(CC)CC)C.[N:18]1[CH:23]=[CH:22][CH:21]=[CH:20][C:19]=1[CH2:24][CH2:25][NH2:26].[O:27]1CC[O:30][CH2:29][CH2:28]1. No catalyst specified. The product is [CH3:1][O:2][C:3]1[CH:10]=[CH:9][CH:8]=[CH:7][C:4]=1[CH2:5][NH:6][C:29](=[O:30])[C:28]([NH:26][CH2:25][CH2:24][C:19]1[CH:20]=[CH:21][CH:22]=[CH:23][N:18]=1)=[O:27]. The yield is 0.700.